This data is from Full USPTO retrosynthesis dataset with 1.9M reactions from patents (1976-2016). The task is: Predict the reactants needed to synthesize the given product. (1) Given the product [Cl:1][C:2]1[CH:3]=[CH:4][C:5]([C:6]([NH:8][C:9]2[S:10][CH:11]=[C:12]([CH2:14][C:15](=[O:17])[NH:20][C:21]3[CH:26]=[CH:25][C:24]([N:27]4[CH:32]=[CH:31][CH:30]=[CH:29][C:28]4=[O:33])=[CH:23][C:22]=3[F:34])[N:13]=2)=[O:7])=[CH:18][CH:19]=1, predict the reactants needed to synthesize it. The reactants are: [Cl:1][C:2]1[CH:19]=[CH:18][C:5]([C:6]([NH:8][C:9]2[S:10][CH:11]=[C:12]([CH2:14][C:15]([OH:17])=O)[N:13]=2)=[O:7])=[CH:4][CH:3]=1.[NH2:20][C:21]1[CH:26]=[CH:25][C:24]([N:27]2[CH:32]=[CH:31][CH:30]=[CH:29][C:28]2=[O:33])=[CH:23][C:22]=1[F:34]. (2) Given the product [C:9]([C:11]1[CH:29]=[C:14]2[C:15]([C:21]3[CH:22]([CH3:28])[CH2:23][C:24](=[O:27])[NH:25][N:26]=3)=[CH:16][CH:17]=[C:18]([O:19][CH3:20])[N:13]2[N:12]=1)(=[O:8])[CH3:10], predict the reactants needed to synthesize it. The reactants are: C(N(CC)CC)C.[OH:8][CH:9]([C:11]1[CH:29]=[C:14]2[C:15]([C:21]3[CH:22]([CH3:28])[CH2:23][C:24](=[O:27])[NH:25][N:26]=3)=[CH:16][CH:17]=[C:18]([O:19][CH3:20])[N:13]2[N:12]=1)[CH3:10]. (3) Given the product [NH3:7].[C:1]([O:5][C:6](=[O:51])[NH:7][CH2:8][CH2:9][C:10]1[CH:11]=[CH:12][C:13]([O:16][CH2:17][CH2:18][CH2:19][CH2:20][C:21]2[CH:26]=[CH:25][C:24]([OH:27])=[C:23]([C@@H:35]([C:45]3[CH:46]=[CH:47][CH:48]=[CH:49][CH:50]=3)[CH2:36][CH2:37][N:38]([CH:42]([CH3:43])[CH3:44])[CH:39]([CH3:40])[CH3:41])[CH:22]=2)=[CH:14][CH:15]=1)([CH3:2])([CH3:3])[CH3:4], predict the reactants needed to synthesize it. The reactants are: [C:1]([O:5][C:6](=[O:51])[NH:7][CH2:8][CH2:9][C:10]1[CH:15]=[CH:14][C:13]([O:16][CH2:17][CH2:18]/[CH:19]=[CH:20]/[C:21]2[CH:26]=[CH:25][C:24]([O:27]CC3C=CC=CC=3)=[C:23]([C@@H:35]([C:45]3[CH:50]=[CH:49][CH:48]=[CH:47][CH:46]=3)[CH2:36][CH2:37][N:38]([CH:42]([CH3:44])[CH3:43])[CH:39]([CH3:41])[CH3:40])[CH:22]=2)=[CH:12][CH:11]=1)([CH3:4])([CH3:3])[CH3:2].C([O-])=O.[NH4+]. (4) Given the product [C:1]([O:5][C:6](=[O:22])[NH:7][C:8]1[CH:13]=[C:12]([O:14][CH2:15][CH3:16])[C:11]([C:17]([F:20])([F:19])[F:18])=[CH:10][C:9]=1[NH:21][C:28](=[O:27])[CH2:29][C:30](=[O:43])[C:31]1[CH:36]=[CH:35][CH:34]=[C:33]([C:37]2[CH:42]=[CH:41][CH:40]=[CH:39][N:38]=2)[CH:32]=1)([CH3:2])([CH3:3])[CH3:4], predict the reactants needed to synthesize it. The reactants are: [C:1]([O:5][C:6](=[O:22])[NH:7][C:8]1[CH:13]=[C:12]([O:14][CH2:15][CH3:16])[C:11]([C:17]([F:20])([F:19])[F:18])=[CH:10][C:9]=1[NH2:21])([CH3:4])([CH3:3])[CH3:2].C([O:27][C:28](=O)[CH2:29][C:30](=[O:43])[C:31]1[CH:36]=[CH:35][CH:34]=[C:33]([C:37]2[CH:42]=[CH:41][CH:40]=[CH:39][N:38]=2)[CH:32]=1)(C)(C)C.